Dataset: hERG Central: cardiac toxicity at 1µM, 10µM, and general inhibition. Task: Predict hERG channel inhibition at various concentrations. (1) The molecule is CC(C)Cn1c(N2CCN(CC(=O)Nc3ccc(Cl)cc3)CC2)nc2ccccc21. Results: hERG_inhib (hERG inhibition (general)): blocker. (2) The molecule is Cc1ccccc1OC1C(=O)N(CC2CCCO2)C1c1ccc2c(c1)OCO2. Results: hERG_inhib (hERG inhibition (general)): blocker.